Dataset: NCI-60 drug combinations with 297,098 pairs across 59 cell lines. Task: Regression. Given two drug SMILES strings and cell line genomic features, predict the synergy score measuring deviation from expected non-interaction effect. (1) Drug 1: COC1=CC(=CC(=C1O)OC)C2C3C(COC3=O)C(C4=CC5=C(C=C24)OCO5)OC6C(C(C7C(O6)COC(O7)C8=CC=CS8)O)O. Drug 2: CCCCCOC(=O)NC1=NC(=O)N(C=C1F)C2C(C(C(O2)C)O)O. Cell line: HCT-15. Synergy scores: CSS=56.0, Synergy_ZIP=0.722, Synergy_Bliss=1.56, Synergy_Loewe=-45.2, Synergy_HSA=3.18. (2) Drug 1: CC1=C(C(=CC=C1)Cl)NC(=O)C2=CN=C(S2)NC3=CC(=NC(=N3)C)N4CCN(CC4)CCO. Drug 2: CCN(CC)CCNC(=O)C1=C(NC(=C1C)C=C2C3=C(C=CC(=C3)F)NC2=O)C. Cell line: HCT116. Synergy scores: CSS=6.74, Synergy_ZIP=0.953, Synergy_Bliss=5.02, Synergy_Loewe=3.17, Synergy_HSA=3.68.